From a dataset of Full USPTO retrosynthesis dataset with 1.9M reactions from patents (1976-2016). Predict the reactants needed to synthesize the given product. (1) The reactants are: [C:1]([C:5]1[CH:6]=[C:7]([C:16]([CH3:19])([CH3:18])[CH3:17])[C:8]2[O:12][C:11](=[O:13])[CH:10]([OH:14])[C:9]=2[CH:15]=1)([CH3:4])([CH3:3])[CH3:2].C1(C)C=CC(S(O)(=O)=O)=CC=1.N(C1CCN(C)C(C)(C)C1C)C(C)=O. Given the product [C:1]([C:5]1[CH:6]=[C:7]([C:16]([CH3:19])([CH3:18])[CH3:17])[C:8]2[O:12][C:11](=[O:13])[C:10](=[O:14])[C:9]=2[CH:15]=1)([CH3:4])([CH3:3])[CH3:2], predict the reactants needed to synthesize it. (2) Given the product [N:14]1[CH:15]=[CH:16][C:17]([CH:24]=[CH:5][C:3]#[N:4])=[CH:18][CH:19]=1, predict the reactants needed to synthesize it. The reactants are: [H-].[Na+].[C:3]([CH2:5]P(=O)(OCC)OCC)#[N:4].[N:14]1[CH:19]=[CH:18][CH:17]=[CH:16][C:15]=1C=O.O.O1CCC[CH2:24]1. (3) Given the product [C:19]([F:28])([O:23][C:24]([F:27])([F:26])[F:25])=[C:20]([F:22])[F:21].[F:29][C:30]([F:34])=[C:31]([F:33])[F:32], predict the reactants needed to synthesize it. The reactants are: S(OOS([O-])(=O)=O)([O-])(=O)=O.[NH4+].[NH4+].[OH-].[Na+].C(F)(F)=C.[C:19]([F:28])([O:23][C:24]([F:27])([F:26])[F:25])=[C:20]([F:22])[F:21].[F:29][C:30]([F:34])=[C:31]([F:33])[F:32].BrC(F)(F)C(F)(F)C=C. (4) Given the product [Cl:3][C:4]1[C:5]([N:10]2[CH2:11][CH2:12][N:13]([CH2:16][CH2:17][N:18]([CH3:19])[S:33]([C:27]3[CH:32]=[CH:31][CH:30]=[CH:29][CH:28]=3)(=[O:35])=[O:34])[CH2:14][CH2:15]2)=[N:6][CH:7]=[CH:8][N:9]=1, predict the reactants needed to synthesize it. The reactants are: Cl.Cl.[Cl:3][C:4]1[C:5]([N:10]2[CH2:15][CH2:14][N:13]([CH2:16][CH2:17][NH:18][CH3:19])[CH2:12][CH2:11]2)=[N:6][CH:7]=[CH:8][N:9]=1.C(N(CC)CC)C.[C:27]1([S:33](Cl)(=[O:35])=[O:34])[CH:32]=[CH:31][CH:30]=[CH:29][CH:28]=1.Cl. (5) Given the product [CH3:29][O:28][C:18]1[N:17]=[C:16]([C:14]2[N:15]=[C:8]3[CH:7]([C:5]4[O:6][C:2]([C:30]5[CH:35]=[CH:34][CH:33]=[CH:32][CH:31]=5)=[CH:3][N:4]=4)[CH2:12][CH2:11][CH2:10][N:9]3[N:13]=2)[CH:21]=[CH:20][C:19]=1[N:22]1[CH:26]=[C:25]([CH3:27])[N:24]=[CH:23]1, predict the reactants needed to synthesize it. The reactants are: O=[C:2]([C:30]1[CH:35]=[CH:34][CH:33]=[CH:32][CH:31]=1)[CH2:3][NH:4][C:5]([CH:7]1[CH2:12][CH2:11][CH2:10][N:9]2[N:13]=[C:14]([C:16]3[CH:21]=[CH:20][C:19]([N:22]4[CH:26]=[C:25]([CH3:27])[N:24]=[CH:23]4)=[C:18]([O:28][CH3:29])[N:17]=3)[N:15]=[C:8]12)=[O:6].C(Cl)(=O)C(Cl)=O.P(Cl)(Cl)(Cl)=O.C(=O)(O)[O-].[Na+]. (6) Given the product [CH3:14][O:13][C:11]1[CH:10]=[C:9]([CH2:15][CH2:16][C:17]2[CH:18]=[C:19]([NH:22][C:35](=[O:36])[C:34]3[CH:33]=[CH:32][C:31]([N:28]4[CH2:27][CH2:26][N:25]([CH2:23][CH3:24])[CH2:30][CH2:29]4)=[CH:40][CH:39]=3)[NH:20][N:21]=2)[CH:8]=[C:7]([O:6][CH3:5])[CH:12]=1, predict the reactants needed to synthesize it. The reactants are: C[Al](C)C.[CH3:5][O:6][C:7]1[CH:8]=[C:9]([CH2:15][CH2:16][C:17]2[CH:18]=[C:19]([NH2:22])[NH:20][N:21]=2)[CH:10]=[C:11]([O:13][CH3:14])[CH:12]=1.[CH2:23]([N:25]1[CH2:30][CH2:29][N:28]([C:31]2[CH:40]=[CH:39][C:34]([C:35](OC)=[O:36])=[CH:33][CH:32]=2)[CH2:27][CH2:26]1)[CH3:24].Cl.